Dataset: hERG potassium channel inhibition data for cardiac toxicity prediction from Karim et al.. Task: Regression/Classification. Given a drug SMILES string, predict its toxicity properties. Task type varies by dataset: regression for continuous values (e.g., LD50, hERG inhibition percentage) or binary classification for toxic/non-toxic outcomes (e.g., AMES mutagenicity, cardiotoxicity, hepatotoxicity). Dataset: herg_karim. The drug is C[C@H]1CCCN1CCCOc1ccc(N2CCN(C(=O)c3cc(F)cc(F)c3)CC2=O)cc1.O=CO. The result is 0 (non-blocker).